This data is from Ames mutagenicity test results for genotoxicity prediction. The task is: Regression/Classification. Given a drug SMILES string, predict its toxicity properties. Task type varies by dataset: regression for continuous values (e.g., LD50, hERG inhibition percentage) or binary classification for toxic/non-toxic outcomes (e.g., AMES mutagenicity, cardiotoxicity, hepatotoxicity). Dataset: ames. (1) The compound is CC(C)=O. The result is 0 (non-mutagenic). (2) The compound is BrCc1c2cccc3ccc4cc5cccc6ccc1c(c65)c4c32. The result is 1 (mutagenic). (3) The molecule is CN(C)OC(=O)COc1ccc(Cl)cc1Cl. The result is 0 (non-mutagenic). (4) The drug is NC(Cc1ccc(N(CCCl)CCCl)cc1)C(=O)O. The result is 1 (mutagenic). (5) The molecule is COC(=O)C1=C(C)N=C(C)C(=C(O)OC)C1c1ccccc1[N+](=O)[O-]. The result is 0 (non-mutagenic).